Dataset: Full USPTO retrosynthesis dataset with 1.9M reactions from patents (1976-2016). Task: Predict the reactants needed to synthesize the given product. (1) Given the product [C:35]([C:38]1[CH:43]=[CH:42][C:41]([C:27]2[CH:26]=[C:25]([C:28]([F:30])([F:31])[F:29])[CH:24]=[CH:23][C:22]=2[O:21][C:16]2[CH:15]=[C:14]([CH:19]=[C:18]([CH3:20])[CH:17]=2)[O:13][C:10]2[CH:11]=[CH:12][C:7]([CH2:6][CH2:5][C:4]([OH:34])=[O:3])=[C:8]([CH3:33])[CH:9]=2)=[CH:40][CH:39]=1)(=[O:37])[CH3:36], predict the reactants needed to synthesize it. The reactants are: C([O:3][C:4](=[O:34])[CH2:5][CH2:6][C:7]1[CH:12]=[CH:11][C:10]([O:13][C:14]2[CH:19]=[C:18]([CH3:20])[CH:17]=[C:16]([O:21][C:22]3[CH:27]=[CH:26][C:25]([C:28]([F:31])([F:30])[F:29])=[CH:24][C:23]=3Br)[CH:15]=2)=[CH:9][C:8]=1[CH3:33])C.[C:35]([C:38]1[CH:43]=[CH:42][C:41](B(O)O)=[CH:40][CH:39]=1)(=[O:37])[CH3:36]. (2) The reactants are: C(N(CC)CC)C.[NH:8]1[CH2:18][CH2:17][CH:11]([C:12]([O:14][CH2:15][CH3:16])=[O:13])[CH2:10][CH2:9]1.Cl[C:20]1[N:21]=[CH:22][C:23]2[CH:29]=[CH:28][CH2:27][N:26]([NH:30][CH2:31][C:32]3[CH:37]=[CH:36][C:35]4[O:38][CH2:39][O:40][C:34]=4[CH:33]=3)[C:24]=2[N:25]=1.O. Given the product [CH2:15]([O:14][C:12]([CH:11]1[CH2:10][CH2:9][N:8]([C:20]2[N:21]=[CH:22][C:23]3[CH:29]=[CH:28][CH2:27][N:26]([NH:30][CH2:31][C:32]4[CH:37]=[CH:36][C:35]5[O:38][CH2:39][O:40][C:34]=5[CH:33]=4)[C:24]=3[N:25]=2)[CH2:18][CH2:17]1)=[O:13])[CH3:16], predict the reactants needed to synthesize it.